This data is from Buchwald-Hartwig C-N cross coupling reaction yields with 55,370 reactions. The task is: Predict the reaction yield, written as a fraction of the theoretical maximum amount of product (1.0 means a 100% yield; for example, 0.34 means a 34% yield). The reactants are Brc1cccnc1.Cc1ccc(N)cc1.O=S(=O)(O[Pd]1c2ccccc2-c2ccccc2N~1)C(F)(F)F.CC(C)c1cc(C(C)C)c(-c2ccccc2P(C2CCCCC2)C2CCCCC2)c(C(C)C)c1.CN1CCCN2CCCN=C12.Cc1ccno1. The product is Cc1ccc(Nc2cccnc2)cc1. No catalyst specified. The yield is 0.181.